The task is: Predict the reactants needed to synthesize the given product.. This data is from Full USPTO retrosynthesis dataset with 1.9M reactions from patents (1976-2016). (1) Given the product [CH3:7][C:5]1[S:4][C:3]([C:8]2[CH:9]=[CH:10][N:30]=[C:28]([NH:27][C:23]3[CH:24]=[CH:25][CH:26]=[C:21]([N:15]4[CH2:20][CH2:19][O:18][CH2:17][CH2:16]4)[CH:22]=3)[N:29]=2)=[C:2]([CH3:1])[N:6]=1, predict the reactants needed to synthesize it. The reactants are: [CH3:1][C:2]1[N:6]=[C:5]([CH3:7])[S:4][C:3]=1/[CH:8]=[CH:9]/[C:10](N(C)C)=O.[N:15]1([C:21]2[CH:22]=[C:23]([NH:27][C:28]([NH2:30])=[NH:29])[CH:24]=[CH:25][CH:26]=2)[CH2:20][CH2:19][O:18][CH2:17][CH2:16]1. (2) Given the product [NH2:1][C:2]1[C:3]([F:11])=[C:4]([CH:7]=[CH:8][C:9]=1[Cl:10])[CH2:5][NH:6][C:14](=[O:15])[C:13]([CH3:18])([CH3:17])[CH3:12], predict the reactants needed to synthesize it. The reactants are: [NH2:1][C:2]1[C:3]([F:11])=[C:4]([CH:7]=[CH:8][C:9]=1[Cl:10])[CH2:5][NH2:6].[CH3:12][C:13]([CH3:18])([CH3:17])[C:14](Cl)=[O:15]. (3) The reactants are: [N:1]([CH2:4][CH2:5][NH:6]C(=O)CCCCCCCCCCCCC)=[N+:2]=[N-:3].[S:22]1[CH:26]=[CH:25][CH:24]=[C:23]1[S:27](Cl)(=[O:29])=[O:28].N(CCN)=[N+]=[N-].C(N(CC)CC)C. Given the product [N:1]([CH2:4][CH2:5][NH:6][S:27]([C:23]1[S:22][CH:26]=[CH:25][CH:24]=1)(=[O:29])=[O:28])=[N+:2]=[N-:3], predict the reactants needed to synthesize it. (4) The reactants are: [F:1][C:2]1[C:7]([F:8])=[C:6]([N+:9]([O-])=O)[CH:5]=[CH:4][C:3]=1[N:12]1[CH2:17][CH2:16][N:15]([CH:18]([OH:20])[CH3:19])[CH2:14][CH2:13]1. Given the product [NH2:9][C:6]1[CH:5]=[CH:4][C:3]([N:12]2[CH2:13][CH2:14][N:15]([CH:18]([OH:20])[CH3:19])[CH2:16][CH2:17]2)=[C:2]([F:1])[C:7]=1[F:8], predict the reactants needed to synthesize it. (5) Given the product [C:35]([NH:38][C:39]1[N:44]=[CH:43][C:42]([CH2:45][CH2:46][C:47]([NH:1][CH2:2][C:3]([N:5]([C:7]2[CH:12]=[CH:11][C:10]([Cl:13])=[C:9]([CH2:14][O:15][C:16]3[C:24]4[N:23]=[C:22]([O:25][CH3:26])[N:21]([CH2:27][C:28]5[CH:33]=[CH:32][CH:31]=[CH:30][N:29]=5)[C:20]=4[CH:19]=[CH:18][CH:17]=3)[C:8]=2[Cl:34])[CH3:6])=[O:4])=[O:48])=[CH:41][CH:40]=1)(=[O:37])[CH3:36], predict the reactants needed to synthesize it. The reactants are: [NH2:1][CH2:2][C:3]([N:5]([C:7]1[CH:12]=[CH:11][C:10]([Cl:13])=[C:9]([CH2:14][O:15][C:16]2[C:24]3[N:23]=[C:22]([O:25][CH3:26])[N:21]([CH2:27][C:28]4[CH:33]=[CH:32][CH:31]=[CH:30][N:29]=4)[C:20]=3[CH:19]=[CH:18][CH:17]=2)[C:8]=1[Cl:34])[CH3:6])=[O:4].[C:35]([NH:38][C:39]1[N:44]=[CH:43][C:42]([CH2:45][CH2:46][C:47](O)=[O:48])=[CH:41][CH:40]=1)(=[O:37])[CH3:36].ClC1C(COC2C3N=C(OC)N(CC4C=CC=CN=4)C=3C=CC=2)=C(Cl)C=CC=1N(C)C(=O)CNC(=O)CCC1C=CC(C(NCCOC)=O)=CC=1. (6) Given the product [Cl:19][C:17]1[CH:16]=[CH:15][C:14]2[N:8]([CH2:7][C:6]([CH3:52])([CH3:53])[CH2:5][OH:4])[C:9](=[O:51])[C@@H:10]([CH2:30][C:31]([NH:33][C:34]3[CH:35]=[C:36]([O:47][CH2:48][CH2:49][CH3:50])[C:37]4[O:41][C:40]([C:42]([OH:44])=[O:43])=[CH:39][C:38]=4[CH:46]=3)=[O:32])[O:11][C@H:12]([C:20]3[CH:25]=[CH:24][CH:23]=[C:22]([O:26][CH3:27])[C:21]=3[O:28][CH3:29])[C:13]=2[CH:18]=1, predict the reactants needed to synthesize it. The reactants are: C([O:4][CH2:5][C:6]([CH3:53])([CH3:52])[CH2:7][N:8]1[C:14]2[CH:15]=[CH:16][C:17]([Cl:19])=[CH:18][C:13]=2[C@@H:12]([C:20]2[CH:25]=[CH:24][CH:23]=[C:22]([O:26][CH3:27])[C:21]=2[O:28][CH3:29])[O:11][C@H:10]([CH2:30][C:31]([NH:33][C:34]2[CH:35]=[C:36]([O:47][CH2:48][CH2:49][CH3:50])[C:37]3[O:41][C:40]([C:42]([O:44]C)=[O:43])=[CH:39][C:38]=3[CH:46]=2)=[O:32])[C:9]1=[O:51])(=O)C.[OH-].[Na+].Cl.